The task is: Predict the reactants needed to synthesize the given product.. This data is from Full USPTO retrosynthesis dataset with 1.9M reactions from patents (1976-2016). (1) Given the product [Br:33][C:13]1[C:14](=[O:15])[N:9]([CH2:8][C:6]2[CH:5]=[CH:4][C:3]([C:20]3[C:21]([C:26]#[N:27])=[CH:22][CH:23]=[CH:24][CH:25]=3)=[C:2]([F:1])[CH:7]=2)[C:10]([CH2:17][CH2:18][CH3:19])=[N:11][C:12]=1[CH3:16], predict the reactants needed to synthesize it. The reactants are: [F:1][C:2]1[CH:7]=[C:6]([CH2:8][N:9]2[C:14](=[O:15])[CH:13]=[C:12]([CH3:16])[N:11]=[C:10]2[CH2:17][CH2:18][CH3:19])[CH:5]=[CH:4][C:3]=1[C:20]1[C:21]([C:26]#[N:27])=[CH:22][CH:23]=[CH:24][CH:25]=1.C([O-])(=O)C.[Na+].[Br:33]Br. (2) The reactants are: [Cl:1][C:2]1[C:7]([F:8])=[C:6]([Cl:9])[CH:5]=[CH:4][C:3]=1[C:10]([N:12]1[CH2:17][CH2:16][NH:15][C:14](=O)[CH2:13]1)=[O:11].F[B-](F)(F)F.C[O+](C)C.[CH3:28][C:29]1[C:30]([C:34]([NH:36][NH2:37])=O)=[N:31][S:32][CH:33]=1. Given the product [Cl:1][C:2]1[C:7]([F:8])=[C:6]([Cl:9])[CH:5]=[CH:4][C:3]=1[C:10]([N:12]1[CH2:17][CH2:16][N:15]2[C:34]([C:30]3[C:29]([CH3:28])=[CH:33][S:32][N:31]=3)=[N:36][N:37]=[C:14]2[CH2:13]1)=[O:11], predict the reactants needed to synthesize it. (3) Given the product [CH3:12][NH:13][CH2:14][CH2:8][CH2:7][C:6]1[CH:10]=[CH:11][C:3]([OH:2])=[CH:4][CH:5]=1, predict the reactants needed to synthesize it. The reactants are: C[O:2][C:3]1[CH:11]=[CH:10][C:6]([CH2:7][CH2:8]Br)=[CH:5][CH:4]=1.[CH3:12][NH:13][CH3:14]. (4) Given the product [ClH:15].[CH2:3]([C:5]1[CH:13]=[C:12]2[C:8]([C:9]([C:16]3[C:25]4[C:20](=[CH:21][C:22]([O:26][CH2:27][CH2:28][CH2:29][N:30]5[CH2:35][CH2:34][O:33][CH2:32][CH2:31]5)=[CH:23][CH:24]=4)[N:19]=[CH:18][N:17]=3)=[C:10]([OH:14])[NH:11]2)=[CH:7][CH:6]=1)[CH3:4], predict the reactants needed to synthesize it. The reactants are: [H-].[Na+].[CH2:3]([C:5]1[CH:13]=[C:12]2[C:8]([CH2:9][C:10](=[O:14])[NH:11]2)=[CH:7][CH:6]=1)[CH3:4].[Cl:15][C:16]1[C:25]2[C:20](=[CH:21][C:22]([O:26][CH2:27][CH2:28][CH2:29][N:30]3[CH2:35][CH2:34][O:33][CH2:32][CH2:31]3)=[CH:23][CH:24]=2)[N:19]=[CH:18][N:17]=1. (5) Given the product [F:19][C:18]([F:21])([F:20])[S:15]([O:1][C:2]1[CH:3]=[C:4]2[C:8](=[CH:9][CH:10]=1)[CH2:7][CH:6]([C:11]([O:13][CH3:14])=[O:12])[CH2:5]2)(=[O:17])=[O:16], predict the reactants needed to synthesize it. The reactants are: [OH:1][C:2]1[CH:3]=[C:4]2[C:8](=[CH:9][CH:10]=1)[CH2:7][CH:6]([C:11]([O:13][CH3:14])=[O:12])[CH2:5]2.[S:15](O[S:15]([C:18]([F:21])([F:20])[F:19])(=[O:17])=[O:16])([C:18]([F:21])([F:20])[F:19])(=[O:17])=[O:16]. (6) Given the product [C:1]([O:5][C:6]([N:8]1[CH2:13][CH2:12][C:11]([CH3:14])([N:15]2[C:26]3[C:18](=[CH:19][N:20]=[C:21]4[C:25]=3[CH:24]=[CH:23][NH:22]4)[N:17]=[N:16]2)[CH2:10][CH2:9]1)=[O:7])([CH3:4])([CH3:2])[CH3:3], predict the reactants needed to synthesize it. The reactants are: [C:1]([O:5][C:6]([N:8]1[CH2:13][CH2:12][C:11]([N:15]2[C:26]3[C:18](=[CH:19][N:20]=[C:21]4[C:25]=3[CH:24]=[CH:23][N:22]4S(C3C=CC=CC=3)(=O)=O)[NH:17][N:16]2C)([CH3:14])[CH2:10][CH2:9]1)=[O:7])([CH3:4])([CH3:3])[CH3:2].C1COCC1.CO.